This data is from TCR-epitope binding with 47,182 pairs between 192 epitopes and 23,139 TCRs. The task is: Binary Classification. Given a T-cell receptor sequence (or CDR3 region) and an epitope sequence, predict whether binding occurs between them. (1) The epitope is MPASWVMRI. The TCR CDR3 sequence is CASSEGGQNYGYTF. Result: 0 (the TCR does not bind to the epitope). (2) The epitope is YIFFASFYY. The TCR CDR3 sequence is CASSLGQDLFF. Result: 1 (the TCR binds to the epitope). (3) The epitope is NEGVKAAW. The TCR CDR3 sequence is CASSTGTGAKNIQYF. Result: 0 (the TCR does not bind to the epitope). (4) The epitope is LLFGYPVYV. The TCR CDR3 sequence is CASSQGTSFFEQFF. Result: 1 (the TCR binds to the epitope). (5) The epitope is NLWNTFTRL. The TCR CDR3 sequence is CASRQGENQPQHF. Result: 0 (the TCR does not bind to the epitope). (6) The epitope is FLLNKEMYL. The TCR CDR3 sequence is CASSPAGSSYEQYF. Result: 1 (the TCR binds to the epitope). (7) The epitope is AVFDRKSDAK. The TCR CDR3 sequence is CASSLNRGAREKLFF. Result: 1 (the TCR binds to the epitope). (8) The epitope is LPAADLDDF. The TCR CDR3 sequence is CASSPGGALNEKLFF. Result: 1 (the TCR binds to the epitope). (9) The epitope is LLFGYPVYV. The TCR CDR3 sequence is CASSDDLKETQYF. Result: 0 (the TCR does not bind to the epitope). (10) The epitope is RIFTIGTVTLK. The TCR CDR3 sequence is CATTSGRNNEQFF. Result: 0 (the TCR does not bind to the epitope).